From a dataset of Catalyst prediction with 721,799 reactions and 888 catalyst types from USPTO. Predict which catalyst facilitates the given reaction. (1) Reactant: [Cl:1][C:2]1[CH:7]=[CH:6][C:5]([C@H:8]([C@@H:17]([CH2:20]C)[CH:18]=[CH2:19])[C:9]([N:11]2[CH2:16][CH2:15][O:14][CH2:13][CH2:12]2)=[O:10])=[CH:4][CH:3]=1.O=[O+][O-].CSC.[OH2:28].P([O-])(O)(O)=O.[Na+].CC(=CC)C.Cl([O-])=O.[Na+].S([O-])([O-])=O.[Na+].[Na+].C[OH:51]. Product: [Cl:1][C:2]1[CH:3]=[CH:4][C:5]([C@@H:8]([C:9]([N:11]2[CH2:12][CH2:13][O:14][CH2:15][CH2:16]2)=[O:10])[C@H:17]([CH2:18][CH3:19])[C:20]([OH:51])=[O:28])=[CH:6][CH:7]=1. The catalyst class is: 6. (2) Reactant: [F:1][C:2]([F:18])([CH:8](I)[C:9]1[CH:14]=[CH:13][C:12]([O:15][CH3:16])=[CH:11][CH:10]=1)[C:3]([O:5][CH2:6][CH3:7])=[O:4].C([SnH](CCCC)CCCC)CCC.N(C(C)(C)C#N)=NC(C)(C)C#N. Product: [F:1][C:2]([F:18])([CH2:8][C:9]1[CH:10]=[CH:11][C:12]([O:15][CH3:16])=[CH:13][CH:14]=1)[C:3]([O:5][CH2:6][CH3:7])=[O:4]. The catalyst class is: 11. (3) Reactant: C[O:2][C:3](=[O:22])[C:4]1[CH:9]=[CH:8][N:7]=[CH:6][C:5]=1[C:10]#[C:11][C:12]1[CH:17]=[CH:16][C:15]([C:18]([CH3:21])([CH3:20])[CH3:19])=[CH:14][CH:13]=1. Product: [C:18]([C:15]1[CH:16]=[CH:17][C:12]([C:11]2[O:2][C:3](=[O:22])[C:4]3[CH:9]=[CH:8][N:7]=[CH:6][C:5]=3[CH:10]=2)=[CH:13][CH:14]=1)([CH3:21])([CH3:20])[CH3:19]. The catalyst class is: 6. (4) Reactant: Br[C:2]1[CH:3]=[N:4][C:5]2[C:10]([CH:11]=1)=[CH:9][C:8]([CH2:12][C:13]([OH:15])=[O:14])=[C:7]([F:16])[CH:6]=2.[CH3:17][N:18]1[CH:22]=[C:21](B2OC(C)(C)C(C)(C)O2)[CH:20]=[N:19]1.C(=O)([O-])[O-].[K+].[K+]. Product: [F:16][C:7]1[CH:6]=[C:5]2[C:10]([CH:11]=[C:2]([C:21]3[CH:20]=[N:19][N:18]([CH3:17])[CH:22]=3)[CH:3]=[N:4]2)=[CH:9][C:8]=1[CH2:12][C:13]([OH:15])=[O:14]. The catalyst class is: 551.